This data is from Full USPTO retrosynthesis dataset with 1.9M reactions from patents (1976-2016). The task is: Predict the reactants needed to synthesize the given product. (1) Given the product [NH2:5][C@@H:6]1[CH2:15][C:14]2[C:9](=[C:10]([S:18]([NH:21][C:22]3[CH:27]=[CH:26][C:25]([C:28]([F:31])([F:30])[F:29])=[CH:24][CH:23]=3)(=[O:20])=[O:19])[CH:11]=[CH:12][C:13]=2[O:16][CH3:17])[O:8][CH2:7]1, predict the reactants needed to synthesize it. The reactants are: FC(F)(F)C([NH:5][C@@H:6]1[CH2:15][C:14]2[C:9](=[C:10]([S:18]([NH:21][C:22]3[CH:27]=[CH:26][C:25]([C:28]([F:31])([F:30])[F:29])=[CH:24][CH:23]=3)(=[O:20])=[O:19])[CH:11]=[CH:12][C:13]=2[O:16][CH3:17])[O:8][CH2:7]1)=O.N. (2) Given the product [Cl:1][C:2]1[CH:3]=[C:4]([CH:26]=[CH:27][C:28]=1[F:29])[CH2:5][C:6]1[S:7][C:8]2[CH:14]=[CH:13][CH:12]=[C:11]([C:15]3[CH:16]=[C:17]([CH:23]=[CH:24][CH:25]=3)[C:18]([OH:20])=[O:19])[C:9]=2[CH:10]=1.[Cl:30][C:31]1[CH:32]=[C:33]([CH:53]=[CH:54][C:55]=1[F:56])[CH2:34][C:35]1[S:36][C:37]2[CH:43]=[CH:42][CH:41]=[C:40]([C:44]3[CH:45]=[C:46]([CH:50]=[CH:51][CH:52]=3)[C:47]([NH:61][CH2:60][CH2:59][C:58]#[N:57])=[O:49])[C:38]=2[CH:39]=1, predict the reactants needed to synthesize it. The reactants are: [Cl:1][C:2]1[CH:3]=[C:4]([CH:26]=[CH:27][C:28]=1[F:29])[CH2:5][C:6]1[S:7][C:8]2[CH:14]=[CH:13][CH:12]=[C:11]([C:15]3[CH:16]=[C:17]([CH:23]=[CH:24][CH:25]=3)[C:18]([O:20]CC)=[O:19])[C:9]=2[CH:10]=1.[Cl:30][C:31]1[CH:32]=[C:33]([CH:53]=[CH:54][C:55]=1[F:56])[CH2:34][C:35]1[S:36][C:37]2[CH:43]=[CH:42][CH:41]=[C:40]([C:44]3[CH:45]=[C:46]([CH:50]=[CH:51][CH:52]=3)[C:47]([OH:49])=O)[C:38]=2[CH:39]=1.[NH2:57][CH2:58][CH2:59][C:60]#[N:61]. (3) Given the product [F:53][C:50]([F:51])([F:52])[S:47]([NH:46][C:43]([C:41]1[S:42][C:38]([C:35]2[CH:34]=[CH:33][C:32]([NH:31][S:20]([C:23]3[CH:28]=[CH:27][CH:26]=[CH:25][CH:24]=3)(=[O:22])=[O:21])=[CH:37][CH:36]=2)=[CH:39][N:40]=1)([CH3:44])[CH3:45])(=[O:49])=[O:48], predict the reactants needed to synthesize it. The reactants are: FC(F)(F)S(NCC1SC(C2C=CC(N[S:20]([C:23]3[CH:28]=[CH:27][CH:26]=[CH:25][CH:24]=3)(=[O:22])=[O:21])=CC=2)=CN=1)(=O)=O.[NH2:31][C:32]1[CH:37]=[CH:36][C:35]([C:38]2[S:42][C:41]([C:43]([NH:46][S:47]([C:50]([F:53])([F:52])[F:51])(=[O:49])=[O:48])([CH3:45])[CH3:44])=[N:40][CH:39]=2)=[CH:34][CH:33]=1.C1(S(Cl)(=O)=O)C=CC=CC=1. (4) Given the product [CH3:3][S:4]([C:7]1([C:8]2[N:13]=[C:12]([S:14][CH3:15])[N:11]=[C:10]([N:16]3[CH2:17][CH2:18][O:19][CH2:20][CH2:21]3)[CH:9]=2)[CH2:24][CH2:23]1)(=[O:5])=[O:6], predict the reactants needed to synthesize it. The reactants are: [OH-].[Na+].[CH3:3][S:4]([CH2:7][C:8]1[N:13]=[C:12]([S:14][CH3:15])[N:11]=[C:10]([N:16]2[CH2:21][CH2:20][O:19][CH2:18][CH2:17]2)[CH:9]=1)(=[O:6])=[O:5].Br[CH2:23][CH2:24]Br.O. (5) The reactants are: Cl.C[O:3][C:4](=[O:17])[C@H:5]([CH2:7][C:8]1[C:16]2[C:11](=[CH:12][CH:13]=[CH:14][CH:15]=2)[NH:10][CH:9]=1)[NH2:6]. Given the product [NH2:6][C@H:5]([C:4]([OH:17])=[O:3])[CH2:7][C:8]1[C:16]2[C:11](=[CH:12][CH:13]=[CH:14][CH:15]=2)[NH:10][CH:9]=1, predict the reactants needed to synthesize it. (6) Given the product [C:1]([C:11]1[CH:31]=[CH:30][C:14]([CH2:15][N:16]([CH2:17][C:18]2[CH:29]=[CH:28][C:21]([O:22][CH2:23][C:24]([O:26][CH3:27])=[O:25])=[CH:20][CH:19]=2)[C:40](=[O:41])/[CH:39]=[CH:38]/[C:32]2[CH:37]=[CH:36][CH:35]=[CH:34][CH:33]=2)=[CH:13][CH:12]=1)#[C:2][CH2:3][CH2:4][CH2:5][CH2:6][CH2:7][CH2:8][CH2:9][CH3:10], predict the reactants needed to synthesize it. The reactants are: [C:1]([C:11]1[CH:31]=[CH:30][C:14]([CH2:15][NH:16][CH2:17][C:18]2[CH:29]=[CH:28][C:21]([O:22][CH2:23][C:24]([O:26][CH3:27])=[O:25])=[CH:20][CH:19]=2)=[CH:13][CH:12]=1)#[C:2][CH2:3][CH2:4][CH2:5][CH2:6][CH2:7][CH2:8][CH2:9][CH3:10].[C:32]1(/[CH:38]=[CH:39]/[C:40](Cl)=[O:41])[CH:37]=[CH:36][CH:35]=[CH:34][CH:33]=1. (7) Given the product [CH3:1][S:2]([C:5]1[CH:10]=[CH:9][C:8]([C:11]2[C:12]3[N:13]([N:21]=[C:22]([NH:24][C:26]4[CH:31]=[CH:30][CH:29]=[C:28]([N:32]5[CH2:37][CH2:36][N:35]([CH3:38])[CH2:34][CH2:33]5)[CH:27]=4)[N:23]=3)[CH:14]=[C:15]([C:17]([F:19])([F:20])[F:18])[CH:16]=2)=[CH:7][CH:6]=1)(=[O:3])=[O:4], predict the reactants needed to synthesize it. The reactants are: [CH3:1][S:2]([C:5]1[CH:10]=[CH:9][C:8]([C:11]2[C:12]3[N:13]([N:21]=[C:22]([NH2:24])[N:23]=3)[CH:14]=[C:15]([C:17]([F:20])([F:19])[F:18])[CH:16]=2)=[CH:7][CH:6]=1)(=[O:4])=[O:3].Br[C:26]1[CH:27]=[C:28]([N:32]2[CH2:37][CH2:36][N:35]([CH3:38])[CH2:34][CH2:33]2)[CH:29]=[CH:30][CH:31]=1.